From a dataset of Forward reaction prediction with 1.9M reactions from USPTO patents (1976-2016). Predict the product of the given reaction. Given the reactants [CH3:1][O:2][C:3]1[CH:11]=[C:10]2[C:6]([CH:7]=[N:8][NH:9]2)=[CH:5][C:4]=1[NH:12][C:13]1[C:14]2[C:21]3[CH2:22][CH2:23][CH:24]([C:26](O)=[O:27])[CH2:25][C:20]=3[S:19][C:15]=2[N:16]=[CH:17][N:18]=1.[NH:29]1[CH2:32][CH2:31][CH2:30]1, predict the reaction product. The product is: [N:29]1([C:26]([CH:24]2[CH2:23][CH2:22][C:21]3[C:14]4[C:13]([NH:12][C:4]5[CH:5]=[C:6]6[C:10](=[CH:11][C:3]=5[O:2][CH3:1])[NH:9][N:8]=[CH:7]6)=[N:18][CH:17]=[N:16][C:15]=4[S:19][C:20]=3[CH2:25]2)=[O:27])[CH2:32][CH2:31][CH2:30]1.